From a dataset of Catalyst prediction with 721,799 reactions and 888 catalyst types from USPTO. Predict which catalyst facilitates the given reaction. (1) The catalyst class is: 104. Reactant: [CH3:1][CH:2]([CH3:38])[C@H:3]([NH:33][C:34](=[O:37])[O:35][CH3:36])[C:4](=[O:32])[N:5]1[CH2:9][CH2:8][CH2:7][C@H:6]1[C:10]1[NH:14][C:13]2[C:15]3[C:20]([CH:21]=[CH:22][C:12]=2[N:11]=1)=[CH:19][C:18](B1OC(C)(C)C(C)(C)O1)=[CH:17][CH:16]=3.Br[C:40]1[CH:41]=[C:42]2[C:64](=[CH:65][CH:66]=1)[C:46]1[NH:47][C:48]([C@@H:50]3[C@@H:55]4[CH2:56][C@@H:52]([CH2:53][CH2:54]4)[N:51]3[C:57]([O:59][C:60]([CH3:63])([CH3:62])[CH3:61])=[O:58])=[N:49][C:45]=1[CH:44]=[CH:43]2.C([O-])([O-])=O.[K+].[K+]. Product: [CH3:36][O:35][C:34]([NH:33][C@@H:3]([CH:2]([CH3:38])[CH3:1])[C:4]([N:5]1[CH2:9][CH2:8][CH2:7][C@H:6]1[C:10]1[NH:14][C:13]2[C:15]3[C:20]([CH:21]=[CH:22][C:12]=2[N:11]=1)=[CH:19][C:18]([C:40]1[CH:41]=[C:42]2[C:64](=[CH:65][CH:66]=1)[C:46]1[NH:47][C:48]([C@@H:50]4[C@@H:55]5[CH2:56][C@@H:52]([CH2:53][CH2:54]5)[N:51]4[C:57]([O:59][C:60]([CH3:62])([CH3:63])[CH3:61])=[O:58])=[N:49][C:45]=1[CH:44]=[CH:43]2)=[CH:17][CH:16]=3)=[O:32])=[O:37]. (2) Reactant: [CH3:1][O:2][CH2:3][CH2:4][CH2:5][C:6]1[C:15]2[C:10](=[CH:11][CH:12]=[C:13]([CH:16]=[O:17])[CH:14]=2)[O:9][C:8]([CH3:19])([CH3:18])[CH:7]=1.[BH4-].[Li+].CO.O. Product: [CH3:1][O:2][CH2:3][CH2:4][CH2:5][C:6]1[C:15]2[C:10](=[CH:11][CH:12]=[C:13]([CH2:16][OH:17])[CH:14]=2)[O:9][C:8]([CH3:19])([CH3:18])[CH:7]=1. The catalyst class is: 7. (3) Reactant: [C:1]([C@@:9]([CH2:41][OH:42])([OH:40])[C@:10]([C:32](=[O:39])[C:33]1[CH:38]=[CH:37][CH:36]=[CH:35][CH:34]=1)([OH:31])[C@:11]([C:23](=[O:30])[C:24]1[CH:29]=[CH:28][CH:27]=[CH:26][CH:25]=1)([OH:22])[C:12](C(=O)C1C=CC=CC=1)=[O:13])(=[O:8])[C:2]1[CH:7]=[CH:6][CH:5]=[CH:4][CH:3]=1.[BrH:43].CC(O)=O. Product: [Br:43][C:12]([C@:11]([C:23](=[O:30])[C:24]1[CH:25]=[CH:26][CH:27]=[CH:28][CH:29]=1)([C@:10]([C:32](=[O:39])[C:33]1[CH:38]=[CH:37][CH:36]=[CH:35][CH:34]=1)([C@:9]([C:1](=[O:8])[C:2]1[CH:7]=[CH:6][CH:5]=[CH:4][CH:3]=1)([CH2:41][OH:42])[OH:40])[OH:31])[OH:22])=[O:13]. The catalyst class is: 4.